From a dataset of Forward reaction prediction with 1.9M reactions from USPTO patents (1976-2016). Predict the product of the given reaction. (1) Given the reactants C(O)(=O)C.C([CH2:7][C:8]([O:13][C:14]1[CH:19]=[CH:18][C:17]([CH:20]=O)=[CH:16][CH:15]=1)([CH3:12])[C:9]([OH:11])=[O:10])C.[NH2:22][C:23]1[CH:28]=[C:27]([Cl:29])[CH:26]=[CH:25][C:24]=1[SH:30].C([O-])(=O)C.[Na+], predict the reaction product. The product is: [Cl:29][C:27]1[CH:26]=[CH:25][C:24]2[S:30][C:20]([C:17]3[CH:16]=[CH:15][C:14]([O:13][C:8]([CH3:7])([CH3:12])[C:9]([OH:11])=[O:10])=[CH:19][CH:18]=3)=[N:22][C:23]=2[CH:28]=1. (2) Given the reactants Cl[C:2]1[CH:7]=[C:6]([Cl:8])[N:5]=[N:4][C:3]=1[C:9]([O:11][CH2:12][CH3:13])=[O:10].[CH2:14]([C:17]1[N:22]=[C:21]([NH2:23])[CH:20]=[CH:19][CH:18]=1)[CH2:15][CH3:16].CC(C)=O, predict the reaction product. The product is: [Cl:8][C:6]1[N:5]=[N:4][C:3]([C:9]([O:11][CH2:12][CH3:13])=[O:10])=[C:2]([NH:23][C:21]2[CH:20]=[CH:19][CH:18]=[C:17]([CH2:14][CH2:15][CH3:16])[N:22]=2)[CH:7]=1.